This data is from Forward reaction prediction with 1.9M reactions from USPTO patents (1976-2016). The task is: Predict the product of the given reaction. (1) Given the reactants Cl.Cl.[O:3]1[C:7]2[CH:8]=[CH:9][CH:10]=[C:11]([CH:12]3[CH2:17][CH2:16][N:15]([CH2:18][CH2:19][C@H:20]4[CH2:25][CH2:24][C@H:23]([NH2:26])[CH2:22][CH2:21]4)[CH2:14][CH2:13]3)[C:6]=2[CH2:5][CH2:4]1.[O:27]1[CH2:32][CH2:31][CH:30]([C:33](O)=[O:34])[CH2:29][CH2:28]1, predict the reaction product. The product is: [O:3]1[C:7]2[CH:8]=[CH:9][CH:10]=[C:11]([CH:12]3[CH2:17][CH2:16][N:15]([CH2:18][CH2:19][C@H:20]4[CH2:21][CH2:22][C@H:23]([NH:26][C:33]([CH:30]5[CH2:31][CH2:32][O:27][CH2:28][CH2:29]5)=[O:34])[CH2:24][CH2:25]4)[CH2:14][CH2:13]3)[C:6]=2[CH2:5][CH2:4]1. (2) The product is: [N:1]1[CH:6]=[CH:5][CH:4]=[CH:3][C:2]=1[C@H:7]1[CH2:11][CH2:10][C@H:9]([NH2:12])[CH2:8]1. Given the reactants [N:1]1[CH:6]=[CH:5][CH:4]=[CH:3][C:2]=1[C@H:7]1[CH2:11][CH2:10][C@H:9]([N:12]2C(=O)C3=CC=CC=C3C2=O)[CH2:8]1, predict the reaction product. (3) Given the reactants [C:1]1([C:7]([NH:9][CH:10]2[CH2:15][CH:14]([C:16]3[CH:21]=[CH:20][C:19]([C:22]([F:25])([F:24])[F:23])=[CH:18][CH:17]=3)[CH2:13][N:12]([C:26](OC3C=CC([N+]([O-])=O)=CC=3)=[O:27])[CH2:11]2)=[O:8])[CH:6]=[CH:5][CH:4]=[CH:3][CH:2]=1.[NH:38]1[CH2:43][CH2:42][NH:41][CH2:40][C:39]1=[O:44].C(=O)([O-])[O-].[K+].[K+], predict the reaction product. The product is: [O:44]=[C:39]1[NH:38][CH2:43][CH2:42][N:41]([C:26]([N:12]2[CH2:13][CH:14]([C:16]3[CH:17]=[CH:18][C:19]([C:22]([F:24])([F:23])[F:25])=[CH:20][CH:21]=3)[CH2:15][CH:10]([NH:9][C:7]([C:1]3[CH:2]=[CH:3][CH:4]=[CH:5][CH:6]=3)=[O:8])[CH2:11]2)=[O:27])[CH2:40]1. (4) Given the reactants [Cl:1][C:2]1[CH:3]=[CH:4][CH:5]=[C:6]2[C:11]=1[C:10]([NH:12][C@H:13]1[CH2:17][CH2:16][N:15]([C:18]([O:20][C:21]([CH3:24])([CH3:23])[CH3:22])=[O:19])[CH2:14]1)=[N:9][C:8]([C:25]([NH:27][NH2:28])=[NH:26])=[CH:7]2.C1N=CN([C:34](N2C=NC=C2)=[O:35])C=1, predict the reaction product. The product is: [Cl:1][C:2]1[CH:3]=[CH:4][CH:5]=[C:6]2[C:11]=1[C:10]([NH:12][C@H:13]1[CH2:17][CH2:16][N:15]([C:18]([O:20][C:21]([CH3:23])([CH3:24])[CH3:22])=[O:19])[CH2:14]1)=[N:9][C:8]([C:25]1[NH:26][C:34](=[O:35])[NH:28][N:27]=1)=[CH:7]2. (5) Given the reactants [NH4+]=[S:2].[CH3:3][O:4][C:5]1[CH:10]=[CH:9][C:8]([CH:11]([NH:14][C:15]2[CH:20]=[CH:19][C:18]([C:21]3[N:25]=[C:24]([CH3:26])[O:23][N:22]=3)=[CH:17][CH:16]=2)[C:12]#[N:13])=[CH:7][C:6]=1[O:27][Si:28]([CH:35]([CH3:37])[CH3:36])([CH:32]([CH3:34])[CH3:33])[CH:29]([CH3:31])[CH3:30].C1COCC1.O, predict the reaction product. The product is: [CH3:3][O:4][C:5]1[CH:10]=[CH:9][C:8]([CH:11]([NH:14][C:15]2[CH:16]=[CH:17][C:18]([C:21]3[N:25]=[C:24]([CH3:26])[O:23][N:22]=3)=[CH:19][CH:20]=2)[C:12]([NH2:13])=[S:2])=[CH:7][C:6]=1[O:27][Si:28]([CH:29]([CH3:30])[CH3:31])([CH:35]([CH3:37])[CH3:36])[CH:32]([CH3:34])[CH3:33]. (6) Given the reactants C(OC(=O)C)(=O)C.[CH:8]([OH:10])=O.[NH2:11][C:12]1[C:13](=[O:35])[N:14]([CH3:34])[CH:15]=[C:16]([C:18]2[N:22]([CH2:23][C:24]3[CH:29]=[CH:28][CH:27]=[CH:26][CH:25]=3)[C:21]3[CH:30]=[CH:31][CH:32]=[CH:33][C:20]=3[N:19]=2)[CH:17]=1, predict the reaction product. The product is: [CH2:23]([N:22]1[C:21]2[CH:30]=[CH:31][CH:32]=[CH:33][C:20]=2[N:19]=[C:18]1[C:16]1[CH:17]=[C:12]([NH:11][CH:8]=[O:10])[C:13](=[O:35])[N:14]([CH3:34])[CH:15]=1)[C:24]1[CH:25]=[CH:26][CH:27]=[CH:28][CH:29]=1. (7) Given the reactants C(N(S(F)(F)[F:7])CC)C.[C:10]([N:18]1[CH2:22][CH2:21][CH2:20][C@H:19]1[CH2:23]O)(=[O:17])[C:11]1[CH:16]=[CH:15][CH:14]=[CH:13][CH:12]=1.C(=O)([O-])O.[Na+].C(Cl)(Cl)Cl, predict the reaction product. The product is: [C:10]([N:18]1[CH2:22][CH2:21][CH2:20][C@H:19]1[CH2:23][F:7])(=[O:17])[C:11]1[CH:16]=[CH:15][CH:14]=[CH:13][CH:12]=1.